Dataset: Reaction yield outcomes from USPTO patents with 853,638 reactions. Task: Predict the reaction yield, written as a fraction of the theoretical maximum amount of product (1.0 means a 100% yield; for example, 0.34 means a 34% yield). (1) The reactants are N(C(N1CCCCC1)=O)=NC(N1CCCCC1)=O.[Cl:19][C:20]1[CH:39]=[CH:38][C:23]([NH:24][C:25]2[C:34]3[C:29](=[CH:30][C:31]([OH:37])=[C:32]([O:35][CH3:36])[CH:33]=3)[N:28]=[CH:27][N:26]=2)=[C:22]([F:40])[CH:21]=1.O[CH2:42][C:43]1[CH:48]=[CH:47][N:46]=[C:45]([N:49]([CH3:51])[CH3:50])[CH:44]=1.C(P(CCCC)CCCC)CCC. The catalyst is C(Cl)Cl. The product is [ClH:19].[Cl:19][C:20]1[CH:39]=[CH:38][C:23]([NH:24][C:25]2[C:34]3[C:29](=[CH:30][C:31]([O:37][CH2:42][C:43]4[CH:48]=[CH:47][N:46]=[C:45]([N:49]([CH3:51])[CH3:50])[CH:44]=4)=[C:32]([O:35][CH3:36])[CH:33]=3)[N:28]=[CH:27][N:26]=2)=[C:22]([F:40])[CH:21]=1. The yield is 0.300. (2) The reactants are [CH3:1][C:2]([C:8]1[CH:13]=[CH:12][CH:11]=[CH:10][CH:9]=1)([CH3:7])[CH2:3][C:4](O)=[O:5].B.C1COCC1. The catalyst is O1CCCC1. The product is [CH3:7][C:2]([C:8]1[CH:13]=[CH:12][CH:11]=[CH:10][CH:9]=1)([CH3:1])[CH2:3][CH2:4][OH:5]. The yield is 1.00. (3) The reactants are [C:1]([O:5][C:6]([NH:8][C@H:9]1[CH2:13][CH2:12][N:11]([CH:14]2[CH2:19][CH2:18][N:17](C(OCC3C=CC=CC=3)=O)[CH2:16][CH2:15]2)[C:10]1=[O:30])=[O:7])([CH3:4])([CH3:3])[CH3:2].[H][H]. The catalyst is CO.[Pd]. The product is [O:30]=[C:10]1[C@@H:9]([NH:8][C:6](=[O:7])[O:5][C:1]([CH3:4])([CH3:3])[CH3:2])[CH2:13][CH2:12][N:11]1[CH:14]1[CH2:15][CH2:16][NH:17][CH2:18][CH2:19]1. The yield is 0.830. (4) The reactants are FC(F)(F)C(O)=O.[CH2:8]([N:10]([CH2:45][CH3:46])[CH2:11][CH2:12][CH2:13][NH:14][C:15]1[N:16]=[C:17]([C:34]2[CH:35]=[C:36]([CH:40]=[C:41]([F:44])[C:42]=2[CH3:43])[C:37](O)=[O:38])[C:18]2[CH:24]=[CH:23][C:22](=[O:25])[N:21]([C:26]3[C:31]([F:32])=[CH:30][CH:29]=[CH:28][C:27]=3[F:33])[C:19]=2[N:20]=1)[CH3:9].CN(C(O[N:55]1N=N[C:57]2C=CC=[CH:61][C:56]1=2)=[N+](C)C)C.F[P-](F)(F)(F)(F)F.C(N(CC)CC)C.C(N)(C)C. The catalyst is CN(C=O)C. The product is [CH2:8]([N:10]([CH2:45][CH3:46])[CH2:11][CH2:12][CH2:13][NH:14][C:15]1[N:16]=[C:17]([C:34]2[CH:35]=[C:36]([CH:40]=[C:41]([F:44])[C:42]=2[CH3:43])[C:37]([NH:55][CH:56]([CH3:61])[CH3:57])=[O:38])[C:18]2[CH:24]=[CH:23][C:22](=[O:25])[N:21]([C:26]3[C:27]([F:33])=[CH:28][CH:29]=[CH:30][C:31]=3[F:32])[C:19]=2[N:20]=1)[CH3:9]. The yield is 0.600. (5) The catalyst is O1CCCC1.C(OCC)(=O)C.CCCCCC.CC(C)=O.C(OCC)C. The yield is 0.400. The product is [CH3:22][C:16]1[C:15]([CH3:23])=[C:19]([CH3:25])[CH:18]([CH3:17])[C:36]=1[C:30]1[CH:35]=[CH:34][CH:33]=[C:32]2[C:31]=1[NH:2][CH2:1][CH2:11][CH2:10]2. The reactants are [C:1](=O)([O-])[NH2:2].[Li+].C(=O)=O.[Li][C:10](C)(C)[CH3:11].C[C:15]1([CH3:23])[C:19](=O)[C:18]#[C:17][C:16]1([CH3:22])C.Cl.[C:25](=O)([O-])O.[Na+].[C:30]1([CH3:36])[CH:35]=[CH:34][CH:33]=[CH:32][CH:31]=1. (6) The reactants are [F:1][C:2]1[CH:3]=[C:4]([CH:14]([CH3:18])[C:15]([OH:17])=O)[CH:5]=[CH:6][C:7]=1[CH2:8][NH:9][S:10]([CH3:13])(=[O:12])=[O:11].[CH:19]1([C:22]2[N:27]=[C:26]([C:28]3[CH:29]=[C:30]([CH3:34])[CH:31]=[CH:32][CH:33]=3)[C:25]([CH2:35][NH2:36])=[CH:24][CH:23]=2)[CH2:21][CH2:20]1.CN(C)CCCN=C=NCC.ON1C2C=CC=CC=2N=N1.C(N(CC)CC)C. The catalyst is O1CCOCC1.C(OC(=O)C)C. The product is [CH:19]1([C:22]2[N:27]=[C:26]([C:28]3[CH:29]=[C:30]([CH3:34])[CH:31]=[CH:32][CH:33]=3)[C:25]([CH2:35][NH:36][C:15](=[O:17])[CH:14]([C:4]3[CH:5]=[CH:6][C:7]([CH2:8][NH:9][S:10]([CH3:13])(=[O:11])=[O:12])=[C:2]([F:1])[CH:3]=3)[CH3:18])=[CH:24][CH:23]=2)[CH2:21][CH2:20]1. The yield is 0.520. (7) The reactants are [Cl:1][C:2]1[CH:7]=[CH:6][C:5]([C:8]2[C:12]([CH3:13])=[CH:11][NH:10][C:9]=2[C:14]([O:16]CC)=[O:15])=[CH:4][CH:3]=1.[OH-].[Na+]. The catalyst is CO.O1CCCC1. The product is [Cl:1][C:2]1[CH:7]=[CH:6][C:5]([C:8]2[C:12]([CH3:13])=[CH:11][NH:10][C:9]=2[C:14]([OH:16])=[O:15])=[CH:4][CH:3]=1. The yield is 0.990. (8) The reactants are [O:1]=[C:2]1[CH2:6][CH2:5][N:4]([C:7]([O:9][C:10]([CH3:13])([CH3:12])[CH3:11])=[O:8])[CH2:3]1.C[Si]([N-][Si](C)(C)C)(C)C.[Li+].C1C=CC(N([S:31]([C:34]([F:37])([F:36])[F:35])(=[O:33])=[O:32])[S:31]([C:34]([F:37])([F:36])[F:35])(=[O:33])=[O:32])=CC=1. The catalyst is C1COCC1. The product is [C:10]([O:9][C:7]([N:4]1[CH2:5][CH:6]=[C:2]([O:1][S:31]([C:34]([F:37])([F:36])[F:35])(=[O:33])=[O:32])[CH2:3]1)=[O:8])([CH3:13])([CH3:12])[CH3:11]. The yield is 0.310.